Dataset: Catalyst prediction with 721,799 reactions and 888 catalyst types from USPTO. Task: Predict which catalyst facilitates the given reaction. (1) Reactant: [O:1]=[C:2]1[C:6]2([CH2:11][CH2:10][N:9]([CH2:12][CH2:13][CH2:14]N3C4C(=CC=CC=4)CC3=O)[CH2:8][CH2:7]2)[N:5]([C:25]2[CH:30]=[CH:29][CH:28]=[CH:27][CH:26]=2)[CH2:4][N:3]1[C@H:31]([C:39]1[CH:44]=[CH:43][CH:42]=[CH:41][CH:40]=1)[C:32]([O:34]C(C)(C)C)=[O:33].[O:45]1[CH2:50][CH2:49]OCC1. Product: [O:1]=[C:2]1[C:6]2([CH2:7][CH2:8][N:9]([CH2:12][CH2:13][CH2:14][C:50](=[O:45])[C:49]3[CH:10]=[CH:11][CH:6]=[CH:7][CH:8]=3)[CH2:10][CH2:11]2)[N:5]([C:25]2[CH:26]=[CH:27][CH:28]=[CH:29][CH:30]=2)[CH2:4][N:3]1[C@@H:31]([C:39]1[CH:40]=[CH:41][CH:42]=[CH:43][CH:44]=1)[C:32]([OH:34])=[O:33]. The catalyst class is: 33. (2) Reactant: [CH3:1][NH:2][C:3]([C:5]1[S:9][C:8]([N:10]2[CH2:15][CH2:14][N:13](C(OC(C)(C)C)=O)[CH2:12][CH2:11]2)=[N:7][C:6]=1[C:23]1[CH:28]=[CH:27][C:26]([O:29][C:30]2[CH:35]=[CH:34][CH:33]=[CH:32][CH:31]=2)=[CH:25][CH:24]=1)=[O:4].C(O)(C(F)(F)F)=O. Product: [CH3:1][NH:2][C:3]([C:5]1[S:9][C:8]([N:10]2[CH2:15][CH2:14][NH:13][CH2:12][CH2:11]2)=[N:7][C:6]=1[C:23]1[CH:28]=[CH:27][C:26]([O:29][C:30]2[CH:35]=[CH:34][CH:33]=[CH:32][CH:31]=2)=[CH:25][CH:24]=1)=[O:4]. The catalyst class is: 2. (3) Reactant: CS(O[CH2:6][C:7]1[N:12]=[CH:11][C:10]2[N:13]=[CH:14][N:15]([C:16]3[S:17][C:18]([C:34](=[O:36])[NH2:35])=[C:19]([O:21][C@@H:22]([C:24]4[CH:29]=[CH:28][CH:27]=[CH:26][C:25]=4[C:30]([F:33])([F:32])[F:31])[CH3:23])[CH:20]=3)[C:9]=2[CH:8]=1)(=O)=O.[CH:37]([N:40]1[CH2:45][CH2:44][NH:43][CH2:42][CH2:41]1)([CH3:39])[CH3:38]. Product: [CH:37]([N:40]1[CH2:45][CH2:44][N:43]([CH2:6][C:7]2[N:12]=[CH:11][C:10]3[N:13]=[CH:14][N:15]([C:16]4[S:17][C:18]([C:34]([NH2:35])=[O:36])=[C:19]([O:21][C@@H:22]([C:24]5[CH:29]=[CH:28][CH:27]=[CH:26][C:25]=5[C:30]([F:33])([F:31])[F:32])[CH3:23])[CH:20]=4)[C:9]=3[CH:8]=2)[CH2:42][CH2:41]1)([CH3:39])[CH3:38]. The catalyst class is: 4. (4) Reactant: O=[C:2]1[CH2:7][CH2:6][N:5]([C:8]([O:10][C:11]([CH3:14])([CH3:13])[CH3:12])=[O:9])[CH2:4][CH2:3]1.[F:15][C:16]1[CH:17]=[C:18]([CH:28]=[CH:29][C:30]=1[N+:31]([O-:33])=[O:32])[CH2:19]P(=O)(OCC)OCC.[H-].[Na+].O. Product: [F:15][C:16]1[CH:17]=[C:18]([CH:28]=[CH:29][C:30]=1[N+:31]([O-:33])=[O:32])[CH:19]=[C:2]1[CH2:7][CH2:6][N:5]([C:8]([O:10][C:11]([CH3:14])([CH3:13])[CH3:12])=[O:9])[CH2:4][CH2:3]1. The catalyst class is: 7. (5) Reactant: [CH:1]([C:3]1[CH:8]=[CH:7][N:6]=[CH:5][CH:4]=1)=C.[C:24]1([CH3:29])[CH:25]=[CH:26][CH:27]=[CH:28][C:23]=1P([C:23]1[CH:28]=[CH:27][CH:26]=[CH:25][C:24]=1[CH3:29])[C:23]1[CH:28]=[CH:27][CH:26]=[CH:25][C:24]=1[CH3:29].[CH2:31]([N:33]([CH2:36][CH3:37])[CH2:34][CH3:35])[CH3:32].[C:38](#N)[CH3:39]. Product: [N:6]1[CH:5]=[CH:4][C:3]([CH:1]=[CH:29][C:24]2[CH:23]=[CH:28][C:27]([C@H:34]3[N:33]4[C@@H:36]([CH2:38][CH2:39][CH2:32][CH2:31]4)[CH2:37][CH2:35]3)=[CH:26][CH:25]=2)=[CH:8][CH:7]=1. The catalyst class is: 167. (6) Reactant: [Si:1]([O:8][C@H:9]([C:36]1[CH:41]=[CH:40][C:39]([F:42])=[CH:38][CH:37]=1)[CH2:10][CH2:11][C@@H:12]1[C@@H:15]([C:16]2[CH:21]=[CH:20][C:19]([C:22]3[CH:27]=[CH:26][CH:25]=[C:24]([OH:28])[CH:23]=3)=[CH:18][CH:17]=2)[N:14]([C:29]2[CH:34]=[CH:33][CH:32]=[CH:31][CH:30]=2)[C:13]1=[O:35])([C:4]([CH3:7])([CH3:6])[CH3:5])([CH3:3])[CH3:2].C1C=CC(N([S:50]([C:53]([F:56])([F:55])[F:54])(=[O:52])=[O:51])[S:50]([C:53]([F:56])([F:55])[F:54])(=[O:52])=[O:51])=CC=1.C(N(CC)CC)C.Cl. Product: [F:54][C:53]([F:56])([F:55])[S:50]([O:28][C:24]1[CH:23]=[C:22]([C:19]2[CH:20]=[CH:21][C:16]([C@@H:15]3[C@@H:12]([CH2:11][CH2:10][C@H:9]([O:8][Si:1]([C:4]([CH3:7])([CH3:6])[CH3:5])([CH3:3])[CH3:2])[C:36]4[CH:37]=[CH:38][C:39]([F:42])=[CH:40][CH:41]=4)[C:13](=[O:35])[N:14]3[C:29]3[CH:30]=[CH:31][CH:32]=[CH:33][CH:34]=3)=[CH:17][CH:18]=2)[CH:27]=[CH:26][CH:25]=1)(=[O:52])=[O:51]. The catalyst class is: 112. (7) Reactant: [Br:1][C:2]1[CH:3]=[C:4]2[N:11]=[CH:10][NH:9][C:5]2=[N:6][C:7]=1[CH3:8].[H-].[Na+].I[CH3:15]. Product: [Br:1][C:2]1[CH:3]=[C:4]2[N:11]=[CH:10][N:9]([CH3:15])[C:5]2=[N:6][C:7]=1[CH3:8]. The catalyst class is: 3. (8) Reactant: [CH2:1]([O:8][NH:9][C:10](=[O:31])[CH2:11][C@H:12]([C:22]1[O:23][C:24]([CH3:30])=[C:25]([C:27]([OH:29])=O)[N:26]=1)[CH2:13][CH2:14][CH2:15][CH:16]1[CH2:21][CH2:20][CH2:19][CH2:18][CH2:17]1)[C:2]1[CH:7]=[CH:6][CH:5]=[CH:4][CH:3]=1.CN1CCOCC1.O.ON1C2C=CC=CC=2N=N1.Cl.CN(C)CCCN=C=NCC.[CH3:62][N:63]([CH3:67])[CH2:64][CH2:65][NH2:66]. Product: [CH2:1]([O:8][NH:9][C:10](=[O:31])[CH2:11][C@H:12]([C:22]1[O:23][C:24]([CH3:30])=[C:25]([C:27]([NH:66][CH2:65][CH2:64][N:63]([CH3:67])[CH3:62])=[O:29])[N:26]=1)[CH2:13][CH2:14][CH2:15][CH:16]1[CH2:21][CH2:20][CH2:19][CH2:18][CH2:17]1)[C:2]1[CH:7]=[CH:6][CH:5]=[CH:4][CH:3]=1. The catalyst class is: 4. (9) The catalyst class is: 3. Reactant: [CH3:1][O:2][C:3]1[CH:8]=[C:7]([O:9][CH3:10])[N:6]=[C:5]([N:11]2[C:20](=[O:21])[C:19]3[C:14](=[CH:15][C:16]([C:22]([OH:24])=O)=[CH:17][CH:18]=3)[NH:13][C:12]2=[S:25])[N:4]=1.Cl.[CH3:27][S:28]([C:31]1[CH:38]=[CH:37][C:34]([CH2:35][NH2:36])=[CH:33][CH:32]=1)(=[O:30])=[O:29].CCN(C(C)C)C(C)C.CN(C(ON1N=NC2C=CC=NC1=2)=[N+](C)C)C.F[P-](F)(F)(F)(F)F. Product: [CH3:10][O:9][C:7]1[CH:8]=[C:3]([O:2][CH3:1])[N:4]=[C:5]([N:11]2[C:20](=[O:21])[C:19]3[C:14](=[CH:15][C:16]([C:22]([NH:36][CH2:35][C:34]4[CH:33]=[CH:32][C:31]([S:28]([CH3:27])(=[O:30])=[O:29])=[CH:38][CH:37]=4)=[O:24])=[CH:17][CH:18]=3)[NH:13][C:12]2=[S:25])[N:6]=1.